Task: Regression/Classification. Given a drug SMILES string, predict its toxicity properties. Task type varies by dataset: regression for continuous values (e.g., LD50, hERG inhibition percentage) or binary classification for toxic/non-toxic outcomes (e.g., AMES mutagenicity, cardiotoxicity, hepatotoxicity). Dataset: ld50_zhu.. Dataset: Acute oral toxicity (LD50) regression data from Zhu et al. (1) The rat oral LD50 is 1.80, given as -log10 of the dose in mol/kg body weight (higher means more acutely toxic). The molecule is CCC(C)=CCCC(C)=CC#N. (2) The drug is CCOP(=O)(OC=C(Cl)Cl)OCC. The rat oral LD50 is 5.00, given as -log10 of the dose in mol/kg body weight (higher means more acutely toxic). (3) The drug is COc1nn(CSP(=S)(OC)OC)c(=O)s1. The rat oral LD50 is 4.18, given as -log10 of the dose in mol/kg body weight (higher means more acutely toxic).